From a dataset of Peptide-MHC class II binding affinity with 134,281 pairs from IEDB. Regression. Given a peptide amino acid sequence and an MHC pseudo amino acid sequence, predict their binding affinity value. This is MHC class II binding data. (1) The MHC is DRB3_0301 with pseudo-sequence DRB3_0301. The peptide sequence is RIEEVTRMAMTDTTP. The binding affinity (normalized) is 0. (2) The peptide sequence is KSDPSQGGGIKITHF. The MHC is DRB3_0101 with pseudo-sequence DRB3_0101. The binding affinity (normalized) is 0. (3) The peptide sequence is ILHNTSDFYALISER. The binding affinity (normalized) is 0.680. The MHC is DRB1_0101 with pseudo-sequence DRB1_0101.